From a dataset of Reaction yield outcomes from USPTO patents with 853,638 reactions. Predict the reaction yield, written as a fraction of the theoretical maximum amount of product (1.0 means a 100% yield; for example, 0.34 means a 34% yield). (1) The catalyst is ClCCl. The yield is 0.490. The reactants are [NH2:1][C:2]1[C:7]([C:8]#[N:9])=[C:6]([NH:10][C@H:11]([C:13]2[N:18]([C:19]3[CH:24]=[CH:23][CH:22]=[CH:21][CH:20]=3)[C:17](=[O:25])[C:16]3=[C:26]([S:29][C:30]4[CH:35]=[CH:34][CH:33]=[C:32]([O:36]C)[CH:31]=4)[CH:27]=[CH:28][N:15]3[N:14]=2)[CH3:12])[N:5]=[CH:4][N:3]=1.B(Br)(Br)Br. The product is [NH2:1][C:2]1[C:7]([C:8]#[N:9])=[C:6]([NH:10][C@H:11]([C:13]2[N:18]([C:19]3[CH:20]=[CH:21][CH:22]=[CH:23][CH:24]=3)[C:17](=[O:25])[C:16]3=[C:26]([S:29][C:30]4[CH:35]=[CH:34][CH:33]=[C:32]([OH:36])[CH:31]=4)[CH:27]=[CH:28][N:15]3[N:14]=2)[CH3:12])[N:5]=[CH:4][N:3]=1. (2) The reactants are [F-:1].[K+].[F:3][C:4]1[CH:5]=[C:6]2[C:10](=[C:11](I)[CH:12]=1)[C:9](=[O:14])[N:8]([CH2:15][C:16]1[CH:21]=[CH:20][C:19]([O:22][C:23]([F:26])([F:25])[F:24])=[CH:18][CH:17]=1)[CH2:7]2.COC(=O)[C:30](Cl)([F:32])[F:31]. The catalyst is CN(C=O)C.[Cu]I. The product is [F:3][C:4]1[CH:5]=[C:6]2[C:10](=[C:11]([C:30]([F:32])([F:1])[F:31])[CH:12]=1)[C:9](=[O:14])[N:8]([CH2:15][C:16]1[CH:21]=[CH:20][C:19]([O:22][C:23]([F:26])([F:25])[F:24])=[CH:18][CH:17]=1)[CH2:7]2. The yield is 0.310. (3) The reactants are [Br:1][C:2]1[CH:3]=[CH:4][C:5]([CH2:8][CH2:9][NH2:10])=[N:6][CH:7]=1.[C:11](O[C:11]([O:13][C:14]([CH3:17])([CH3:16])[CH3:15])=[O:12])([O:13][C:14]([CH3:17])([CH3:16])[CH3:15])=[O:12]. The catalyst is C1COCC1. The product is [Br:1][C:2]1[CH:3]=[CH:4][C:5]([CH2:8][CH2:9][NH:10][C:11](=[O:12])[O:13][C:14]([CH3:17])([CH3:16])[CH3:15])=[N:6][CH:7]=1. The yield is 0.990. (4) The reactants are [Cl:1][C:2]1[CH:9]=[CH:8][C:5]([CH2:6][NH2:7])=[CH:4][CH:3]=1.C[Al](C)C.C([O:16][C:17]([C:19]1[C:20]([CH3:34])=[N:21][C:22]([N:28]2[CH2:33][CH2:32][O:31][CH2:30][CH2:29]2)=[CH:23][C:24]=1[CH2:25][CH2:26][CH3:27])=O)C. The catalyst is C1(C)C=CC=CC=1. The product is [Cl:1][C:2]1[CH:9]=[CH:8][C:5]([CH2:6][NH:7][C:17]([C:19]2[C:20]([CH3:34])=[N:21][C:22]([N:28]3[CH2:33][CH2:32][O:31][CH2:30][CH2:29]3)=[CH:23][C:24]=2[CH2:25][CH2:26][CH3:27])=[O:16])=[CH:4][CH:3]=1. The yield is 0.480.